From a dataset of Catalyst prediction with 721,799 reactions and 888 catalyst types from USPTO. Predict which catalyst facilitates the given reaction. (1) Reactant: [F:1][C:2]([F:15])([F:14])[S:3]([O:6]S(C(F)(F)F)(=O)=O)(=[O:5])=[O:4].[CH2:16](O)[C:17]([CH3:20])([CH3:19])[CH3:18].N1C(C)=CC=CC=1C. Product: [CH3:16][C:17]([CH3:20])([CH3:19])[CH2:18][O:6][S:3]([C:2]([F:15])([F:14])[F:1])(=[O:5])=[O:4]. The catalyst class is: 4. (2) Reactant: [C-]#N.[K+].CC(C)(O)[C:6]#[N:7].[Cl:10][C:11]1[CH:12]=[C:13](/[C:18](/[C:37]([F:40])([F:39])[F:38])=[CH:19]\[C:20]([C:22]2[CH:35]=[CH:34][C:25]([C:26]([NH:28][C:29]3([CH3:33])[CH2:32][S:31][CH2:30]3)=[O:27])=[C:24]([CH3:36])[CH:23]=2)=[O:21])[CH:14]=[C:15]([Cl:17])[CH:16]=1.O. Product: [C:6]([C@@:18]([C:13]1[CH:14]=[C:15]([Cl:17])[CH:16]=[C:11]([Cl:10])[CH:12]=1)([C:37]([F:40])([F:39])[F:38])[CH2:19][C:20]([C:22]1[CH:35]=[CH:34][C:25]([C:26]([NH:28][C:29]2([CH3:33])[CH2:32][S:31][CH2:30]2)=[O:27])=[C:24]([CH3:36])[CH:23]=1)=[O:21])#[N:7]. The catalyst class is: 11.